Task: Predict the product of the given reaction.. Dataset: Forward reaction prediction with 1.9M reactions from USPTO patents (1976-2016) The product is: [Cl:3][C:4]1[CH:5]=[C:6]([CH2:7][OH:8])[CH:11]=[C:12]([C:14]#[C:15][Si:16]([CH3:18])([CH3:17])[CH3:19])[CH:13]=1. Given the reactants [Li+].[BH4-].[Cl:3][C:4]1[CH:5]=[C:6]([CH:11]=[C:12]([C:14]#[C:15][Si:16]([CH3:19])([CH3:18])[CH3:17])[CH:13]=1)[C:7](OC)=[O:8].CO.[NH4+].[Cl-], predict the reaction product.